Dataset: hERG potassium channel inhibition data for cardiac toxicity prediction from Karim et al.. Task: Regression/Classification. Given a drug SMILES string, predict its toxicity properties. Task type varies by dataset: regression for continuous values (e.g., LD50, hERG inhibition percentage) or binary classification for toxic/non-toxic outcomes (e.g., AMES mutagenicity, cardiotoxicity, hepatotoxicity). Dataset: herg_karim. (1) The compound is CN1CCC(COCc2cc(C(F)(F)F)cc(C3CC3)n2)(c2ccc(F)cc2)CC1. The result is 0 (non-blocker). (2) The compound is O=C(C=Cc1ccc2c(c1)CN(CCc1c[nH]c3ccccc13)C2)NO. The result is 0 (non-blocker). (3) The result is 0 (non-blocker). The drug is CCCC1(C(=O)c2ccc3[nH]ncc3c2)CCCN1.